Dataset: Full USPTO retrosynthesis dataset with 1.9M reactions from patents (1976-2016). Task: Predict the reactants needed to synthesize the given product. (1) Given the product [O:29]=[S:26]1(=[O:30])[CH2:27][CH2:28][N:23]([CH2:11][CH2:10][C:6]2[CH:5]=[C:4]([NH2:1])[CH:9]=[CH:8][CH:7]=2)[CH2:24][CH2:25]1, predict the reactants needed to synthesize it. The reactants are: [N+:1]([C:4]1[CH:5]=[C:6]([CH2:10][CH2:11]OS(C)(=O)=O)[CH:7]=[CH:8][CH:9]=1)([O-])=O.C(=O)([O-])[O-].[Cs+].[Cs+].[NH:23]1[CH2:28][CH2:27][S:26](=[O:30])(=[O:29])[CH2:25][CH2:24]1. (2) Given the product [F:3][C:4]1[CH:5]=[CH:6][C:7]([C:10]2[O:14][C:13]([CH2:15][OH:16])=[N:12][CH:11]=2)=[CH:8][CH:9]=1, predict the reactants needed to synthesize it. The reactants are: [BH4-].[Na+].[F:3][C:4]1[CH:9]=[CH:8][C:7]([C:10]2[O:14][C:13]([CH:15]=[O:16])=[N:12][CH:11]=2)=[CH:6][CH:5]=1.O. (3) Given the product [CH2:1]([N:8]([CH2:18][C:19]1[CH:24]=[CH:23][CH:22]=[CH:21][CH:20]=1)[CH:9]1[CH2:13][CH:12]([C:14]([Cl:28])=[O:15])[CH:11]([CH3:17])[CH2:10]1)[C:2]1[CH:7]=[CH:6][CH:5]=[CH:4][CH:3]=1, predict the reactants needed to synthesize it. The reactants are: [CH2:1]([N:8]([CH2:18][C:19]1[CH:24]=[CH:23][CH:22]=[CH:21][CH:20]=1)[CH:9]1[CH2:13][CH:12]([C:14](O)=[O:15])[CH:11]([CH3:17])[CH2:10]1)[C:2]1[CH:7]=[CH:6][CH:5]=[CH:4][CH:3]=1.C(Cl)(=O)C([Cl:28])=O.CN(C=O)C.